Dataset: NCI-60 drug combinations with 297,098 pairs across 59 cell lines. Task: Regression. Given two drug SMILES strings and cell line genomic features, predict the synergy score measuring deviation from expected non-interaction effect. (1) Drug 1: CN1C(=O)N2C=NC(=C2N=N1)C(=O)N. Drug 2: CC1=C(C=C(C=C1)NC(=O)C2=CC=C(C=C2)CN3CCN(CC3)C)NC4=NC=CC(=N4)C5=CN=CC=C5. Cell line: RXF 393. Synergy scores: CSS=4.00, Synergy_ZIP=8.28, Synergy_Bliss=-2.52, Synergy_Loewe=0.0740, Synergy_HSA=-1.56. (2) Drug 1: CN(C)N=NC1=C(NC=N1)C(=O)N. Drug 2: C1=C(C(=O)NC(=O)N1)F. Cell line: K-562. Synergy scores: CSS=46.9, Synergy_ZIP=-8.00, Synergy_Bliss=-12.5, Synergy_Loewe=-21.2, Synergy_HSA=-9.62. (3) Drug 1: C1=CC(=C2C(=C1NCCNCCO)C(=O)C3=C(C=CC(=C3C2=O)O)O)NCCNCCO. Drug 2: CN(CC1=CN=C2C(=N1)C(=NC(=N2)N)N)C3=CC=C(C=C3)C(=O)NC(CCC(=O)O)C(=O)O. Cell line: M14. Synergy scores: CSS=35.0, Synergy_ZIP=-7.23, Synergy_Bliss=-4.61, Synergy_Loewe=-7.03, Synergy_HSA=-2.58. (4) Drug 1: C1=CC=C(C=C1)NC(=O)CCCCCCC(=O)NO. Drug 2: CC(C)CN1C=NC2=C1C3=CC=CC=C3N=C2N. Cell line: MOLT-4. Synergy scores: CSS=36.2, Synergy_ZIP=-0.834, Synergy_Bliss=-0.613, Synergy_Loewe=-0.145, Synergy_HSA=-0.985. (5) Drug 1: CC1C(C(CC(O1)OC2CC(CC3=C2C(=C4C(=C3O)C(=O)C5=C(C4=O)C(=CC=C5)OC)O)(C(=O)C)O)N)O.Cl. Drug 2: CCC1(CC2CC(C3=C(CCN(C2)C1)C4=CC=CC=C4N3)(C5=C(C=C6C(=C5)C78CCN9C7C(C=CC9)(C(C(C8N6C=O)(C(=O)OC)O)OC(=O)C)CC)OC)C(=O)OC)O.OS(=O)(=O)O. Cell line: M14. Synergy scores: CSS=6.14, Synergy_ZIP=-1.78, Synergy_Bliss=1.92, Synergy_Loewe=1.41, Synergy_HSA=1.21. (6) Drug 1: CC1=C2C(C(=O)C3(C(CC4C(C3C(C(C2(C)C)(CC1OC(=O)C(C(C5=CC=CC=C5)NC(=O)OC(C)(C)C)O)O)OC(=O)C6=CC=CC=C6)(CO4)OC(=O)C)O)C)O. Drug 2: CC1C(C(CC(O1)OC2CC(CC3=C2C(=C4C(=C3O)C(=O)C5=CC=CC=C5C4=O)O)(C(=O)C)O)N)O. Cell line: OVCAR3. Synergy scores: CSS=49.9, Synergy_ZIP=-4.70, Synergy_Bliss=-0.888, Synergy_Loewe=-1.25, Synergy_HSA=0.301. (7) Drug 1: CC1=CC=C(C=C1)C2=CC(=NN2C3=CC=C(C=C3)S(=O)(=O)N)C(F)(F)F. Drug 2: CC1C(C(CC(O1)OC2CC(OC(C2O)C)OC3=CC4=CC5=C(C(=O)C(C(C5)C(C(=O)C(C(C)O)O)OC)OC6CC(C(C(O6)C)O)OC7CC(C(C(O7)C)O)OC8CC(C(C(O8)C)O)(C)O)C(=C4C(=C3C)O)O)O)O. Cell line: OVCAR3. Synergy scores: CSS=21.3, Synergy_ZIP=-1.22, Synergy_Bliss=-0.434, Synergy_Loewe=-17.0, Synergy_HSA=-0.947. (8) Drug 1: C1CC(=O)NC(=O)C1N2CC3=C(C2=O)C=CC=C3N. Drug 2: CCCCC(=O)OCC(=O)C1(CC(C2=C(C1)C(=C3C(=C2O)C(=O)C4=C(C3=O)C=CC=C4OC)O)OC5CC(C(C(O5)C)O)NC(=O)C(F)(F)F)O. Cell line: HL-60(TB). Synergy scores: CSS=5.57, Synergy_ZIP=-0.473, Synergy_Bliss=-9.16, Synergy_Loewe=-6.07, Synergy_HSA=-5.91. (9) Drug 1: CS(=O)(=O)C1=CC(=C(C=C1)C(=O)NC2=CC(=C(C=C2)Cl)C3=CC=CC=N3)Cl. Drug 2: CNC(=O)C1=CC=CC=C1SC2=CC3=C(C=C2)C(=NN3)C=CC4=CC=CC=N4. Cell line: NCI/ADR-RES. Synergy scores: CSS=11.1, Synergy_ZIP=-1.47, Synergy_Bliss=3.69, Synergy_Loewe=3.37, Synergy_HSA=2.75. (10) Drug 1: C1=CN(C(=O)N=C1N)C2C(C(C(O2)CO)O)O.Cl. Drug 2: CN(CCCl)CCCl.Cl. Cell line: DU-145. Synergy scores: CSS=62.8, Synergy_ZIP=-2.04, Synergy_Bliss=-2.32, Synergy_Loewe=-2.71, Synergy_HSA=-0.282.